The task is: Predict the reactants needed to synthesize the given product.. This data is from Full USPTO retrosynthesis dataset with 1.9M reactions from patents (1976-2016). (1) Given the product [N+:16]([C:11]1[CH:12]=[CH:13][CH:14]=[CH:15][C:10]=1[C:2]1[S:1][CH:5]=[CH:4][CH:3]=1)([O-:18])=[O:17], predict the reactants needed to synthesize it. The reactants are: [S:1]1[CH:5]=[CH:4][CH:3]=[C:2]1B(O)O.I[C:10]1[CH:15]=[CH:14][CH:13]=[CH:12][C:11]=1[N+:16]([O-:18])=[O:17].C([O-])([O-])=O.[K+].[K+].CCCCCC. (2) The reactants are: [Cl:1][C:2]1[CH:7]=[CH:6][C:5]([CH2:8][C:9](=[O:11])[CH3:10])=[CH:4][CH:3]=1.[Cl:12][C:13]1[CH:20]=[C:19]([Cl:21])[CH:18]=[CH:17][C:14]=1[CH:15]=O.N1CCCCC1. Given the product [Cl:1][C:2]1[CH:3]=[CH:4][C:5]([C:8](=[CH:15][C:14]2[CH:17]=[CH:18][C:19]([Cl:21])=[CH:20][C:13]=2[Cl:12])[C:9](=[O:11])[CH3:10])=[CH:6][CH:7]=1, predict the reactants needed to synthesize it. (3) Given the product [F:1][C:2]1[C:7]([F:8])=[CH:6][CH:5]=[CH:4][C:3]=1[C:9]1[N:17]=[C:12]2[CH:13]=[N:14][N:15]([CH2:19][C:20]3[O:24][N:23]=[C:22]([C:25]4[CH:30]=[CH:29][C:28]([O:31][CH3:32])=[CH:27][C:26]=4[F:33])[CH:21]=3)[CH:16]=[C:11]2[N:10]=1, predict the reactants needed to synthesize it. The reactants are: [F:1][C:2]1[C:7]([F:8])=[CH:6][CH:5]=[CH:4][C:3]=1[C:9]1[N:17]=[C:12]2[CH:13]=[N:14][NH:15][CH:16]=[C:11]2[N:10]=1.Cl[CH2:19][C:20]1[O:24][N:23]=[C:22]([C:25]2[CH:30]=[CH:29][C:28]([O:31][CH3:32])=[CH:27][C:26]=2[F:33])[CH:21]=1. (4) Given the product [Cl:17][C:7]1[C:6]2=[C:13]3[C:10]([CH:11]=[CH:12][CH:2]=[C:3]3[CH2:4][C:5]2=[O:14])=[CH:9][CH:8]=1, predict the reactants needed to synthesize it. The reactants are: Cl[C:2]1[CH:12]=[CH:11][C:10]2[C:13]3[C:3]=1[CH2:4][CH:5]([OH:14])[C:6]=3[CH:7]=[CH:8][CH:9]=2.S(Cl)([Cl:17])=O. (5) Given the product [NH:32]([C:2]1[N:7]=[N:6][CH:5]=[C:4]([N:8]2[CH2:13][CH2:12][CH:11]([C:14]3[CH:21]=[CH:20][CH:19]=[CH:18][C:15]=3[C:16]#[N:17])[CH2:10][CH2:9]2)[C:3]=1[C:22]([F:25])([F:24])[F:23])[NH2:33], predict the reactants needed to synthesize it. The reactants are: Cl[C:2]1[N:7]=[N:6][CH:5]=[C:4]([N:8]2[CH2:13][CH2:12][CH:11]([C:14]3[CH:21]=[CH:20][CH:19]=[CH:18][C:15]=3[C:16]#[N:17])[CH2:10][CH2:9]2)[C:3]=1[C:22]([F:25])([F:24])[F:23].C(=O)([O-])[O-].[K+].[K+].[NH2:32][NH2:33]. (6) Given the product [CH3:18][CH:16]1[CH2:15][CH:14]([CH3:19])[CH2:13][N:12]([C:3]2[C:4]([F:11])=[CH:5][C:6]([NH2:8])=[CH:7][C:2]=2[F:1])[CH2:17]1, predict the reactants needed to synthesize it. The reactants are: [F:1][C:2]1[CH:7]=[C:6]([N+:8]([O-])=O)[CH:5]=[C:4]([F:11])[C:3]=1[N:12]1[CH2:17][CH:16]([CH3:18])[CH2:15][CH:14]([CH3:19])[CH2:13]1.C1COCC1. (7) Given the product [C:13]([O:16][C:17]([N:5]1[CH2:6][C@H:2]([OH:1])[CH2:3][C@@H:4]1[C:7]([OH:9])=[O:8])=[O:18])([CH3:15])([CH3:14])[CH3:12], predict the reactants needed to synthesize it. The reactants are: [OH:1][C@H:2]1[CH2:6][NH:5][C@@H:4]([C:7]([OH:9])=[O:8])[CH2:3]1.[OH-].[Na+].[CH3:12][C:13]([O:16][C:17](O[C:17]([O:16][C:13]([CH3:15])([CH3:14])[CH3:12])=[O:18])=[O:18])([CH3:15])[CH3:14]. (8) Given the product [CH3:1][N:2]([CH2:3][CH:4]([O:7][C:16](=[O:32])[CH2:17][CH2:18][CH2:19][CH2:20][CH2:21][CH2:22][CH2:23][CH2:24][CH2:25][CH2:26][CH2:27][CH2:28][CH2:29][CH2:14][CH3:15])[CH2:5][O:6][C:16](=[O:32])[CH2:17][CH2:18][CH2:19][CH2:20][CH2:21][CH2:22][CH2:23][CH2:24][CH2:25][CH2:26][CH2:27][CH2:28][CH2:29][CH2:30][CH3:31])[CH3:8], predict the reactants needed to synthesize it. The reactants are: [CH3:1][N:2]([CH3:8])[CH2:3][CH:4]([OH:7])[CH2:5][OH:6].C(N([CH2:14][CH3:15])CC)C.[C:16](Cl)(=[O:32])[CH2:17][CH2:18][CH2:19][CH2:20][CH2:21][CH2:22][CH2:23][CH2:24][CH2:25][CH2:26][CH2:27][CH2:28][CH2:29][CH2:30][CH3:31].